This data is from Reaction yield outcomes from USPTO patents with 853,638 reactions. The task is: Predict the reaction yield, written as a fraction of the theoretical maximum amount of product (1.0 means a 100% yield; for example, 0.34 means a 34% yield). (1) The reactants are [F:1][C:2]1[CH:34]=[CH:33][C:5]([CH2:6][O:7][C:8]2[CH:13]=[CH:12][C:11]([CH:14]([C:18]3[CH:23]=[CH:22][C:21]([O:24][CH2:25][C:26]4[CH:31]=[CH:30][C:29]([F:32])=[CH:28][CH:27]=4)=[CH:20][CH:19]=3)[C:15](O)=[O:16])=[CH:10][CH:9]=2)=[CH:4][CH:3]=1.C(N1C=CN=C1)(N1C=CN=C1)=O.N1C=CN=C1.[H-].[Na+].[NH2:54][C:55]1[S:56][S:57][C:58](=[S:60])[N:59]=1.O.[Cl-].[NH4+]. The catalyst is O1CCCC1. The product is [F:1][C:2]1[CH:34]=[CH:33][C:5]([CH2:6][O:7][C:8]2[CH:13]=[CH:12][C:11]([CH:14]([C:18]3[CH:23]=[CH:22][C:21]([O:24][CH2:25][C:26]4[CH:31]=[CH:30][C:29]([F:32])=[CH:28][CH:27]=4)=[CH:20][CH:19]=3)[C:15]([NH:54][C:55]3[S:56][S:57][C:58](=[S:60])[N:59]=3)=[O:16])=[CH:10][CH:9]=2)=[CH:4][CH:3]=1. The yield is 0.200. (2) The reactants are C([O:4][C:5]1[CH:10]=[CH:9][CH:8]=[C:7]([Cl:11])[C:6]=1[C:12]1[CH:17]=[CH:16][CH:15]=[CH:14][C:13]=1[CH3:18])C=C.[C:19]1(C)[CH:24]=C(C)C=C(C)[CH:20]=1. No catalyst specified. The product is [CH2:24]([C:10]1[CH:9]=[CH:8][C:7]([Cl:11])=[C:6]([C:12]2[CH:17]=[CH:16][CH:15]=[CH:14][C:13]=2[CH3:18])[C:5]=1[OH:4])[CH:19]=[CH2:20]. The yield is 0.750. (3) The reactants are [C:1]([OH:6])(=O)[CH2:2][CH2:3][CH3:4].C([N:12]1[CH2:17][CH2:16][CH:15]([NH:18][C:19]([NH:21][C:22]2[CH:27]=[CH:26][C:25]([C:28]([F:31])([F:30])[F:29])=[CH:24][CH:23]=2)=[O:20])[CH2:14][CH2:13]1)(=O)C(C)C. No catalyst specified. The product is [C:1]([N:12]1[CH2:17][CH2:16][CH:15]([NH:18][C:19]([NH:21][C:22]2[CH:27]=[CH:26][C:25]([C:28]([F:29])([F:30])[F:31])=[CH:24][CH:23]=2)=[O:20])[CH2:14][CH2:13]1)(=[O:6])[CH2:2][CH2:3][CH3:4]. The yield is 0.910. (4) The reactants are [CH3:1][C:2]1[CH:7]=[CH:6][CH:5]=[C:4]([CH3:8])[N+:3]=1[O-:9].[N+:10]([O-])([OH:12])=[O:11]. The catalyst is S(=O)(=O)(O)O. The product is [CH3:1][C:2]1[CH:7]=[C:6]([N+:10]([O-:12])=[O:11])[CH:5]=[C:4]([CH3:8])[N+:3]=1[O-:9]. The yield is 0.330.